The task is: Predict the reaction yield, written as a fraction of the theoretical maximum amount of product (1.0 means a 100% yield; for example, 0.34 means a 34% yield).. This data is from Reaction yield outcomes from USPTO patents with 853,638 reactions. (1) The reactants are [C:1]([NH:4][C@H:5]([C:10]([O:12][CH3:13])=[O:11])[CH2:6][C:7]([OH:9])=O)(=[O:3])[CH3:2].CN1CCOCC1.ClC(OCC(C)C)=O.Cl.[F:30][C:31]1[CH:32]=[C:33]([CH:43]=[CH:44][CH:45]=1)[CH2:34][O:35][C:36]1[CH:42]=[CH:41][C:39]([NH2:40])=[CH:38][CH:37]=1. The catalyst is C(#N)C.O. The product is [C:1]([NH:4][CH:5]([CH2:6][C:7]([NH:40][C:39]1[CH:38]=[CH:37][C:36]([O:35][CH2:34][C:33]2[CH:43]=[CH:44][CH:45]=[C:31]([F:30])[CH:32]=2)=[CH:42][CH:41]=1)=[O:9])[C:10]([O:12][CH3:13])=[O:11])(=[O:3])[CH3:2]. The yield is 0.847. (2) The reactants are [CH3:1][O:2][C:3]([C:5]1([C:8]2[CH:13]=[CH:12][C:11]([OH:14])=[C:10]([NH2:15])[CH:9]=2)[CH2:7][CH2:6]1)=[O:4].Cl[C:17](Cl)([O:19]C(=O)OC(Cl)(Cl)Cl)Cl.O. The catalyst is C1COCC1. The product is [CH3:1][O:2][C:3]([C:5]1([C:8]2[CH:13]=[CH:12][C:11]3[O:14][C:17](=[O:19])[NH:15][C:10]=3[CH:9]=2)[CH2:7][CH2:6]1)=[O:4]. The yield is 0.910. (3) The reactants are C([O:4][CH2:5][CH2:6][CH2:7][CH2:8][C:9]#[C:10][CH2:11][O:12][C:13]1[CH:18]=[CH:17][C:16]([S:19]([N:22]2[CH2:27][CH2:26][S:25][C:24]([CH3:29])([CH3:28])[C@@H:23]2[C:30]([NH:32][OH:33])=[O:31])(=[O:21])=[O:20])=[CH:15][CH:14]=1)(=O)C.[OH-].[NH4+]. The catalyst is CO. The product is [OH:33][NH:32][C:30]([C@H:23]1[C:24]([CH3:28])([CH3:29])[S:25][CH2:26][CH2:27][N:22]1[S:19]([C:16]1[CH:17]=[CH:18][C:13]([O:12][CH2:11][C:10]#[C:9][CH2:8][CH2:7][CH2:6][CH2:5][OH:4])=[CH:14][CH:15]=1)(=[O:21])=[O:20])=[O:31]. The yield is 0.650. (4) The reactants are [Na+].[I-:2].[N:3]1([C:14]([O:16][C:17]([CH3:20])([CH3:19])[CH3:18])=[O:15])[CH2:8][CH2:7][CH:6]([C:9]([O:11][CH2:12]Cl)=[O:10])[CH2:5][CH2:4]1. The catalyst is C(#N)C. The product is [N:3]1([C:14]([O:16][C:17]([CH3:20])([CH3:19])[CH3:18])=[O:15])[CH2:8][CH2:7][CH:6]([C:9]([O:11][CH2:12][I:2])=[O:10])[CH2:5][CH2:4]1. The yield is 0.940. (5) The reactants are [CH3:1][O:2][C:3]1[CH:4]=[C:5]2[C:9](=[CH:10][CH:11]=1)[N:8]([CH2:12][C:13]([O:15]C(C)(C)C)=[O:14])[C:7](=[O:20])[C:6]2=[O:21].C(O)(C(F)(F)F)=O. The catalyst is C(Cl)Cl. The product is [CH3:1][O:2][C:3]1[CH:4]=[C:5]2[C:9](=[CH:10][CH:11]=1)[N:8]([CH2:12][C:13]([OH:15])=[O:14])[C:7](=[O:20])[C:6]2=[O:21]. The yield is 0.910.